From a dataset of Forward reaction prediction with 1.9M reactions from USPTO patents (1976-2016). Predict the product of the given reaction. (1) Given the reactants [CH3:1][NH:2][C:3]([C:5]1[C:15]([N+:16]([O-])=O)=[C:8]2[C:9](=[O:14])[N:10]([CH3:13])[CH2:11][CH2:12][N:7]2[N:6]=1)=[O:4], predict the reaction product. The product is: [NH2:16][C:15]1[C:5]([C:3]([NH:2][CH3:1])=[O:4])=[N:6][N:7]2[CH2:12][CH2:11][N:10]([CH3:13])[C:9](=[O:14])[C:8]=12. (2) Given the reactants [NH2:1][C:2]1[S:3][C:4]([CH2:17][CH2:18][C:19]([O:21]CC)=[O:20])=[C:5]([C:7]2[CH:16]=[CH:15][C:14]3[CH2:13][CH2:12][CH2:11][CH2:10][C:9]=3[CH:8]=2)[N:6]=1.[O:24]1[CH:28]=[CH:27][CH:26]=[C:25]1[C:29]1[O:30][C:31]([CH3:46])=[C:32]([CH2:34][O:35][C:36]2[CH:41]=[CH:40][C:39]([CH2:42][C:43](O)=[O:44])=[CH:38][CH:37]=2)[N:33]=1.CCN=C=NCCCN(C)C.C1C=CC2N(O)N=NC=2C=1.Cl, predict the reaction product. The product is: [O:24]1[CH:28]=[CH:27][CH:26]=[C:25]1[C:29]1[O:30][C:31]([CH3:46])=[C:32]([CH2:34][O:35][C:36]2[CH:41]=[CH:40][C:39]([CH2:42][C:43]([NH:1][C:2]3[S:3][C:4]([CH2:17][CH2:18][C:19]([OH:21])=[O:20])=[C:5]([C:7]4[CH:16]=[CH:15][C:14]5[CH2:9][CH2:10][CH2:11][CH2:12][C:13]=5[CH:8]=4)[N:6]=3)=[O:44])=[CH:38][CH:37]=2)[N:33]=1.